Task: Predict the reaction yield, written as a fraction of the theoretical maximum amount of product (1.0 means a 100% yield; for example, 0.34 means a 34% yield).. Dataset: Reaction yield outcomes from USPTO patents with 853,638 reactions (1) The reactants are [Cl:1][C:2]1[CH:34]=[CH:33][C:5]([C:6]([N:8]2[CH2:13][CH2:12][N:11]([CH:14]3[CH:18]([OH:19])[CH2:17][N:16]([C:20]4[N:25]=[C:24]([C:26]([F:29])([F:28])[F:27])[C:23]([C:30]([OH:32])=O)=[CH:22][N:21]=4)[CH2:15]3)[CH2:10][CH2:9]2)=[O:7])=[CH:4][CH:3]=1.C[N:36](C(ON1N=NC2C=CC=NC1=2)=[N+](C)C)C.F[P-](F)(F)(F)(F)F.CCN(C(C)C)C(C)C.C1C=CC2N(O)N=NC=2C=1.[NH4+].[Cl-]. The catalyst is CN(C=O)C.CCOC(C)=O. The product is [Cl:1][C:2]1[CH:34]=[CH:33][C:5]([C:6]([N:8]2[CH2:9][CH2:10][N:11]([CH:14]3[CH:18]([OH:19])[CH2:17][N:16]([C:20]4[N:25]=[C:24]([C:26]([F:27])([F:28])[F:29])[C:23]([C:30]([NH2:36])=[O:32])=[CH:22][N:21]=4)[CH2:15]3)[CH2:12][CH2:13]2)=[O:7])=[CH:4][CH:3]=1. The yield is 0.350. (2) The reactants are [OH:1][C@H:2]1[CH2:6][N:5]([C:7]2[C:12]([C:13]([O:15][CH2:16][CH3:17])=[O:14])=[CH:11][N:10]=[C:9]([S:18][CH3:19])[N:8]=2)[C@H:4]([CH2:20][NH:21][S:22]([C:25]2[CH:30]=[CH:29][CH:28]=[CH:27][C:26]=2[N+:31]([O-:33])=[O:32])(=[O:24])=[O:23])[CH2:3]1.[Si:34](Cl)([C:37]([CH3:40])([CH3:39])[CH3:38])([CH3:36])[CH3:35].N1C=CN=C1. The catalyst is CN(C=O)C.C(OCC)(=O)C. The product is [Si:34]([O:1][C@H:2]1[CH2:6][N:5]([C:7]2[C:12]([C:13]([O:15][CH2:16][CH3:17])=[O:14])=[CH:11][N:10]=[C:9]([S:18][CH3:19])[N:8]=2)[C@H:4]([CH2:20][NH:21][S:22]([C:25]2[CH:30]=[CH:29][CH:28]=[CH:27][C:26]=2[N+:31]([O-:33])=[O:32])(=[O:23])=[O:24])[CH2:3]1)([C:37]([CH3:40])([CH3:39])[CH3:38])([CH3:36])[CH3:35]. The yield is 0.950. (3) The reactants are [OH:1][CH2:2][CH:3]1[CH2:9][CH2:8][CH2:7][N:6]([C:10]([O:12][CH2:13][C:14]2[CH:19]=[CH:18][CH:17]=[CH:16][CH:15]=2)=[O:11])[CH2:5][CH2:4]1.C(N(CC)CC)C.[S:27](Cl)([C:30]1[CH:36]=[CH:35][C:33]([CH3:34])=[CH:32][CH:31]=1)(=[O:29])=[O:28].C(OCC)(=O)C.CCCCCC. The catalyst is ClCCl. The product is [S:27]([O:1][CH2:2][CH:3]1[CH2:9][CH2:8][CH2:7][N:6]([C:10]([O:12][CH2:13][C:14]2[CH:15]=[CH:16][CH:17]=[CH:18][CH:19]=2)=[O:11])[CH2:5][CH2:4]1)([C:30]1[CH:36]=[CH:35][C:33]([CH3:34])=[CH:32][CH:31]=1)(=[O:29])=[O:28]. The yield is 0.630. (4) The reactants are P(Cl)(Cl)(Cl)=O.N1C=CC=CC=1.[C:12]([C:15]1[CH:16]=[C:17]([CH:35]=[CH:36][CH:37]=1)[CH:18]=[C:19]1[S:23][C:22](=[O:24])[N:21]([CH2:25][C:26]2[CH:31]=[CH:30][C:29]([Cl:32])=[C:28]([Cl:33])[CH:27]=2)[C:20]1=[O:34])(O)=[O:13].[CH3:38][O:39][CH2:40][O:41][C:42]1[CH:43]=[C:44]([CH:46]=[CH:47][C:48]=1[O:49][CH2:50][O:51][CH3:52])[NH2:45]. The product is [CH3:38][O:39][CH2:40][O:41][C:42]1[CH:43]=[C:44]([NH:45][C:12]([C:15]2[CH:16]=[C:17]([CH:35]=[CH:36][CH:37]=2)[CH:18]=[C:19]2[S:23][C:22](=[O:24])[N:21]([CH2:25][C:26]3[CH:31]=[CH:30][C:29]([Cl:32])=[C:28]([Cl:33])[CH:27]=3)[C:20]2=[O:34])=[O:13])[CH:46]=[CH:47][C:48]=1[O:49][CH2:50][O:51][CH3:52]. The yield is 0.325. The catalyst is O1CCCC1.O. (5) The reactants are [CH2:1]([C@H:8]1[CH2:12][O:11][C:10](=[O:13])[N:9]1[C:14](=[O:24])[CH2:15][C:16]1[CH:21]=[CH:20][C:19]([Br:22])=[CH:18][C:17]=1[CH3:23])[C:2]1[CH:7]=[CH:6][CH:5]=[CH:4][CH:3]=1.CCN(C(C)C)C(C)C.Cl[CH2:35][O:36][CH2:37][C:38]1[CH:43]=[CH:42][CH:41]=[CH:40][CH:39]=1. The catalyst is C(Cl)Cl.Cl[Ti](Cl)(Cl)Cl. The product is [CH2:1]([C@H:8]1[CH2:12][O:11][C:10](=[O:13])[N:9]1[C:14](=[O:24])[C@H:15]([C:16]1[CH:21]=[CH:20][C:19]([Br:22])=[CH:18][C:17]=1[CH3:23])[CH2:35][O:36][CH2:37][C:38]1[CH:43]=[CH:42][CH:41]=[CH:40][CH:39]=1)[C:2]1[CH:7]=[CH:6][CH:5]=[CH:4][CH:3]=1. The yield is 0.920.